This data is from Full USPTO retrosynthesis dataset with 1.9M reactions from patents (1976-2016). The task is: Predict the reactants needed to synthesize the given product. The reactants are: Br[C:2]1[CH:23]=[CH:22][C:5]2[O:6][CH2:7][CH2:8][N:9]([C:10]3[S:11][C:12]4[C:13](=[O:21])[NH:14][C:15]([CH3:20])([CH3:19])[CH2:16][C:17]=4[N:18]=3)[C:4]=2[CH:3]=1.CC1(C)C(C)(C)OB([C:32]2[CH:40]=[CH:39][C:35]([C:36]([OH:38])=[O:37])=[CH:34][CH:33]=2)O1. Given the product [CH3:19][C:15]1([CH3:20])[NH:14][C:13](=[O:21])[C:12]2[S:11][C:10]([N:9]3[CH2:8][CH2:7][O:6][C:5]4[CH:22]=[CH:23][C:2]([C:32]5[CH:40]=[CH:39][C:35]([C:36]([OH:38])=[O:37])=[CH:34][CH:33]=5)=[CH:3][C:4]3=4)=[N:18][C:17]=2[CH2:16]1, predict the reactants needed to synthesize it.